Dataset: Full USPTO retrosynthesis dataset with 1.9M reactions from patents (1976-2016). Task: Predict the reactants needed to synthesize the given product. (1) Given the product [CH3:37][C:35]1[NH:34][C:33]2[CH:38]=[C:29]([O:28][C:24]3[N:25]=[CH:26][N:27]=[C:22]([N:17]4[CH2:18][CH2:19][CH:14]([N:10]5[CH2:9][CH2:8][C:7]6[CH:20]=[C:3]([O:2][CH3:1])[CH:4]=[CH:5][C:6]=6[NH:12][C:11]5=[O:13])[CH2:15][CH2:16]4)[CH:23]=3)[CH:30]=[C:31]([CH3:39])[C:32]=2[N:36]=1, predict the reactants needed to synthesize it. The reactants are: [CH3:1][O:2][C:3]1[CH:4]=[CH:5][C:6]2[NH:12][C:11](=[O:13])[N:10]([CH:14]3[CH2:19][CH2:18][NH:17][CH2:16][CH2:15]3)[CH2:9][CH2:8][C:7]=2[CH:20]=1.Cl[C:22]1[N:27]=[CH:26][N:25]=[C:24]([O:28][C:29]2[CH:30]=[C:31]([CH3:39])[C:32]3[N:36]=[C:35]([CH3:37])[NH:34][C:33]=3[CH:38]=2)[CH:23]=1.CCN(C(C)C)C(C)C. (2) Given the product [F:1][C:2]1[CH:3]=[C:4]([C:21]([O:23][CH3:24])=[O:22])[C:5]2[O:9][C:8]([C:10]3[CH:15]=[N:26][C:13]([CH2:16][NH:17][CH3:18])=[CH:12][CH:11]=3)=[CH:7][C:6]=2[CH:20]=1, predict the reactants needed to synthesize it. The reactants are: [F:1][C:2]1[CH:3]=[C:4]([C:21]([O:23][CH3:24])=[O:22])[C:5]2[O:9][C:8]([C:10]3[CH:15]=C[C:13]([CH2:16][N:17](C)[CH3:18])=[CH:12][CH:11]=3)=[CH:7][C:6]=2[CH:20]=1.C[NH:26]CC1C=CC(C#C)=CN=1.FC1C=C(C(OC)=O)C(O)=C(I)C=1. (3) Given the product [Cl:25][C:19]1[C:18]([CH3:26])=[C:17]([C:14]2[CH:15]=[CH:16][N:12]([CH2:11][C@@H:10]([NH:9][C:7]([C:5]3[N:6]=[C:2]([NH:32][CH2:31][CH2:30][O:29][CH3:28])[S:3][CH:4]=3)=[O:8])[CH3:27])[N:13]=2)[CH:22]=[CH:21][C:20]=1[C:23]#[N:24], predict the reactants needed to synthesize it. The reactants are: Br[C:2]1[S:3][CH:4]=[C:5]([C:7]([NH:9][C@@H:10]([CH3:27])[CH2:11][N:12]2[CH:16]=[CH:15][C:14]([C:17]3[CH:22]=[CH:21][C:20]([C:23]#[N:24])=[C:19]([Cl:25])[C:18]=3[CH3:26])=[N:13]2)=[O:8])[N:6]=1.[CH3:28][O:29][CH2:30][CH2:31][NH2:32]. (4) Given the product [Si:33]([O:32][C:23]([C:20]1[CH:19]=[CH:18][C:17]([CH2:16][N:13]2[CH2:14][CH2:15][N:10]([C:8]([C:5]3[CH:6]=[CH:7][C:2]([NH:1][C:41](=[O:42])[NH:54][C@@H:55]4[CH2:59][CH2:58][N:57]([C:60]([O:62][C:63]([CH3:66])([CH3:65])[CH3:64])=[O:61])[CH2:56]4)=[C:3]([F:40])[CH:4]=3)=[O:9])[CH2:11][CH2:12]2)=[CH:22][CH:21]=1)([C:24]([F:25])([F:26])[F:27])[C:28]([F:31])([F:29])[F:30])([C:36]([CH3:37])([CH3:39])[CH3:38])([CH3:34])[CH3:35], predict the reactants needed to synthesize it. The reactants are: [NH2:1][C:2]1[CH:7]=[CH:6][C:5]([C:8]([N:10]2[CH2:15][CH2:14][N:13]([CH2:16][C:17]3[CH:22]=[CH:21][C:20]([C:23]([O:32][Si:33]([C:36]([CH3:39])([CH3:38])[CH3:37])([CH3:35])[CH3:34])([C:28]([F:31])([F:30])[F:29])[C:24]([F:27])([F:26])[F:25])=[CH:19][CH:18]=3)[CH2:12][CH2:11]2)=[O:9])=[CH:4][C:3]=1[F:40].[C:41](Cl)(=O)[O:42]C1C=CC([N+]([O-])=O)=CC=1.[NH2:54][C@@H:55]1[CH2:59][CH2:58][N:57]([C:60]([O:62][C:63]([CH3:66])([CH3:65])[CH3:64])=[O:61])[CH2:56]1. (5) Given the product [CH3:33][NH:34][C:13]([C:11]1[CH:10]=[CH:9][C:8]2[N:4]([CH2:3][CH2:2][F:1])[C:5]([NH:16][C:17]3[S:18][C:19]4[CH:25]=[C:24]([O:26][C:27]([F:30])([F:29])[F:28])[CH:23]=[CH:22][C:20]=4[N:21]=3)=[N:6][C:7]=2[CH:12]=1)=[O:14], predict the reactants needed to synthesize it. The reactants are: [F:1][CH2:2][CH2:3][N:4]1[C:8]2[CH:9]=[CH:10][C:11]([C:13](O)=[O:14])=[CH:12][C:7]=2[N:6]=[C:5]1[NH:16][C:17]1[S:18][C:19]2[CH:25]=[C:24]([O:26][C:27]([F:30])([F:29])[F:28])[CH:23]=[CH:22][C:20]=2[N:21]=1.CN.[CH3:33][N:34](C(ON1N=NC2C=CC=CC1=2)=[N+](C)C)C.F[P-](F)(F)(F)(F)F.CCN(C(C)C)C(C)C. (6) Given the product [Br:24][C:25]1[CH:30]=[CH:29][CH:28]=[CH:27][C:26]=1[NH:31][C:32](=[O:45])[NH:33][C:34]1[CH:39]=[CH:38][C:37]([CH2:40][C:41]([N:11]2[C@@H:7]([C:1]3[CH:2]=[CH:3][CH:4]=[CH:5][CH:6]=3)[CH2:8][CH2:9][C@H:10]2[CH2:12][O:13][C:14]2[CH:15]=[CH:16][C:17]([C:18]([O:20][CH3:21])=[O:19])=[CH:22][CH:23]=2)=[O:42])=[CH:36][C:35]=1[CH3:44], predict the reactants needed to synthesize it. The reactants are: [C:1]1([C@@H:7]2[NH:11][C@H:10]([CH2:12][O:13][C:14]3[CH:23]=[CH:22][C:17]([C:18]([O:20][CH3:21])=[O:19])=[CH:16][CH:15]=3)[CH2:9][CH2:8]2)[CH:6]=[CH:5][CH:4]=[CH:3][CH:2]=1.[Br:24][C:25]1[CH:30]=[CH:29][CH:28]=[CH:27][C:26]=1[NH:31][C:32](=[O:45])[NH:33][C:34]1[CH:39]=[CH:38][C:37]([CH2:40][C:41](O)=[O:42])=[CH:36][C:35]=1[CH3:44].CCN=C=NCCCN(C)C.Cl.O. (7) Given the product [C:30]1([NH:36][C:37]([N:10]2[CH2:11][CH2:12][C:13]3[C:18](=[CH:17][CH:16]=[CH:15][CH:14]=3)[CH:9]2[C:6]2[CH:5]=[CH:4][C:3]([C:2]([F:1])([F:19])[F:20])=[CH:8][CH:7]=2)=[O:38])[CH:35]=[CH:34][CH:33]=[CH:32][CH:31]=1, predict the reactants needed to synthesize it. The reactants are: [F:1][C:2]([F:20])([F:19])[C:3]1[CH:8]=[CH:7][C:6]([CH:9]2[C:18]3[C:13](=[CH:14][CH:15]=[CH:16][CH:17]=3)[CH2:12][CH2:11][NH:10]2)=[CH:5][CH:4]=1.CCN(C(C)C)C(C)C.[C:30]1([N:36]=[C:37]=[O:38])[CH:35]=[CH:34][CH:33]=[CH:32][CH:31]=1.CO.